Dataset: Full USPTO retrosynthesis dataset with 1.9M reactions from patents (1976-2016). Task: Predict the reactants needed to synthesize the given product. (1) Given the product [N:14]1[CH:19]=[CH:18][CH:17]=[C:16]([C:20]2[CH:21]=[C:22]([C:29]3[CH:30]=[C:31]4[C:32](=[CH:37][CH:38]=3)[CH:33]=[C:34]([N:43]3[C:44](=[O:46])[C:45](=[CH2:1])[S:41][C:42]3=[O:47])[CH:35]=[CH:36]4)[CH:23]=[C:24]3[O:28][CH2:27][O:26][C:25]=23)[CH:15]=1, predict the reactants needed to synthesize it. The reactants are: [C:1]1(C)C=CC=CC=1.N1CCCCC1.[N:14]1[CH:19]=[CH:18][CH:17]=[C:16]([C:20]2[CH:21]=[C:22]([C:29]3[CH:30]=[C:31]4[C:36](=[CH:37][CH:38]=3)[CH:35]=[C:34](C=O)[CH:33]=[CH:32]4)[CH:23]=[C:24]3[O:28][CH2:27][O:26][C:25]=23)[CH:15]=1.[S:41]1[CH2:45][C:44](=[O:46])[NH:43][C:42]1=[O:47]. (2) Given the product [OH:3][NH:2][C:56]([CH:31]([CH:28]1[CH2:29][CH2:30][NH:26][CH2:27]1)[NH:32][C:33](=[O:55])[C:34]1[CH:39]=[CH:38][C:37]([C:40]#[C:41][C:42]2[CH:43]=[CH:44][C:45]([CH2:48][N:49]3[CH2:50][CH2:51][O:52][CH2:53][CH2:54]3)=[CH:46][CH:47]=2)=[CH:36][CH:35]=1)=[O:57], predict the reactants needed to synthesize it. The reactants are: Cl.[NH2:2][OH:3].C[O-].[Na+].CO.C1C2C(COC([N:26]3[CH2:30][CH2:29][CH:28]([CH:31]([C:56](OC)=[O:57])[NH:32][C:33](=[O:55])[C:34]4[CH:39]=[CH:38][C:37]([C:40]#[C:41][C:42]5[CH:47]=[CH:46][C:45]([CH2:48][N:49]6[CH2:54][CH2:53][O:52][CH2:51][CH2:50]6)=[CH:44][CH:43]=5)=[CH:36][CH:35]=4)[CH2:27]3)=O)C3C(=CC=CC=3)C=2C=CC=1.Cl.